From a dataset of Catalyst prediction with 721,799 reactions and 888 catalyst types from USPTO. Predict which catalyst facilitates the given reaction. (1) Reactant: C1(P(C2C=CC=CC=2)CCP(C2C=CC=CC=2)C2C=CC=CC=2)C=CC=CC=1.[CH2:29]([N:36]1[CH2:40][C:39]([C:41]2([NH:44][C:45]([O:47][C:48]([CH3:51])([CH3:50])[CH3:49])=[O:46])[CH2:43][CH2:42]2)=[C:38]([C:52]([O:54][CH2:55][CH3:56])=[O:53])[CH2:37]1)[C:30]1[CH:35]=[CH:34][CH:33]=[CH:32][CH:31]=1. Product: [CH2:29]([N:36]1[CH2:40][C@H:39]([C:41]2([NH:44][C:45]([O:47][C:48]([CH3:50])([CH3:51])[CH3:49])=[O:46])[CH2:42][CH2:43]2)[C@H:38]([C:52]([O:54][CH2:55][CH3:56])=[O:53])[CH2:37]1)[C:30]1[CH:35]=[CH:34][CH:33]=[CH:32][CH:31]=1. The catalyst class is: 5. (2) Reactant: C[O:2][C:3]1[CH:4]=[C:5]([CH:8]=[CH:9][C:10]=1[O:11]C)[CH2:6][NH2:7].[CH2:13]1[CH2:19][S:16](=[O:18])(=[O:17])[O:15][CH2:14]1.Br. Product: [OH:2][C:3]1[CH:4]=[C:5]([CH:8]=[CH:9][C:10]=1[OH:11])[CH2:6][NH:7][CH2:14][CH2:13][CH2:19][S:16]([OH:18])(=[O:17])=[O:15]. The catalyst class is: 131. (3) Product: [CH3:1][S:2][C:4]1[C:7]2[N:8]([CH:12]=[CH:13][N:14]=2)[CH:9]=[CH:10][N:11]=1. The catalyst class is: 4. Reactant: [CH3:1][S:2]([CH3:4])=O.ClC1[C:7]2[N:8]([CH:12]=[CH:13][N:14]=2)[CH:9]=[CH:10][N:11]=1.CS.[Na].O. (4) Reactant: [NH2:1][CH2:2][C:3]1[C:4]([NH:16][CH:17]2[CH2:22][CH2:21][N:20]([C:23]([NH2:25])=[O:24])[CH2:19][CH2:18]2)=[C:5]2[CH:13]=[N:12][N:11]([CH2:14][CH3:15])[C:6]2=[N:7][C:8]=1[CH2:9][CH3:10].C(N(CC)CC)C.[Br:33][CH2:34][CH2:35][CH2:36][CH2:37][O:38][CH2:39][CH2:40][CH2:41][CH2:42][C:43]1[CH:51]=[CH:50][C:46]([C:47](Cl)=[O:48])=[CH:45][CH:44]=1.O. Product: [Br:33][CH2:34][CH2:35][CH2:36][CH2:37][O:38][CH2:39][CH2:40][CH2:41][CH2:42][C:43]1[CH:44]=[CH:45][C:46]([C:47]([NH:1][CH2:2][C:3]2[C:4]([NH:16][CH:17]3[CH2:22][CH2:21][N:20]([C:23]([NH2:25])=[O:24])[CH2:19][CH2:18]3)=[C:5]3[CH:13]=[N:12][N:11]([CH2:14][CH3:15])[C:6]3=[N:7][C:8]=2[CH2:9][CH3:10])=[O:48])=[CH:50][CH:51]=1. The catalyst class is: 4. (5) Reactant: [CH2:1]([O:5][C:6]([NH:8][C@@H:9]([CH2:15][CH2:16][C:17](=[O:34])[N:18]1[CH2:22][CH2:21][C:20]2([CH2:27][CH2:26][N:25]([C:28]3[CH:33]=[CH:32][N:31]=[CH:30][CH:29]=3)[CH2:24][CH2:23]2)[CH2:19]1)[C:10]([O:12]CC)=[O:11])=[O:7])[CH2:2][CH2:3][CH3:4].[Li+].[OH-]. Product: [CH2:1]([O:5][C:6]([NH:8][C@@H:9]([CH2:15][CH2:16][C:17](=[O:34])[N:18]1[CH2:22][CH2:21][C:20]2([CH2:27][CH2:26][N:25]([C:28]3[CH:29]=[CH:30][N:31]=[CH:32][CH:33]=3)[CH2:24][CH2:23]2)[CH2:19]1)[C:10]([OH:12])=[O:11])=[O:7])[CH2:2][CH2:3][CH3:4]. The catalyst class is: 12. (6) Reactant: C([O:3][C:4]([C:6]1([C:15](=[O:27])[NH:16][C:17]2[CH:26]=[CH:25][CH:24]=[C:23]3[C:18]=2[CH2:19][CH2:20][NH:21][CH2:22]3)[CH2:14][C:13]2[C:8](=[CH:9][CH:10]=[CH:11][CH:12]=2)[CH2:7]1)=[O:5])C.O1CCOCC1.CO.O. Product: [CH2:22]1[C:23]2[C:18](=[C:17]([NH:16][C:15]([C:6]3([C:4]([OH:5])=[O:3])[CH2:14][C:13]4[C:8](=[CH:9][CH:10]=[CH:11][CH:12]=4)[CH2:7]3)=[O:27])[CH:26]=[CH:25][CH:24]=2)[CH2:19][CH2:20][NH:21]1. The catalyst class is: 100. (7) Reactant: [N:1]1([CH2:6][CH2:7][O:8][CH2:9][C:10]2[CH:15]=[CH:14][CH:13]=[CH:12][C:11]=2[CH2:16][CH2:17][C:18]([O:20]CC)=[O:19])[CH2:5][CH2:4][CH2:3][CH2:2]1.[OH-].[Na+].Cl.C(O)C. Product: [N:1]1([CH2:6][CH2:7][O:8][CH2:9][C:10]2[CH:15]=[CH:14][CH:13]=[CH:12][C:11]=2[CH2:16][CH2:17][C:18]([OH:20])=[O:19])[CH2:2][CH2:3][CH2:4][CH2:5]1. The catalyst class is: 8. (8) Reactant: O[C:2]1[C:3]2[CH:10]=[C:9]([CH2:11][CH2:12][NH:13][C:14](=[O:20])[O:15][C:16]([CH3:19])([CH3:18])[CH3:17])[S:8][C:4]=2[N:5]=[CH:6][N:7]=1.C1C=CC(P(C2C=CC=CC=2)C2C=CC=CC=2)=CC=1.C(Cl)(Cl)(Cl)[Cl:41]. Product: [Cl:41][C:2]1[C:3]2[CH:10]=[C:9]([CH2:11][CH2:12][NH:13][C:14](=[O:20])[O:15][C:16]([CH3:19])([CH3:18])[CH3:17])[S:8][C:4]=2[N:5]=[CH:6][N:7]=1. The catalyst class is: 26. (9) Reactant: [CH2:1]([N:8]([C@H:18]([C:20]1[CH:25]=[CH:24][CH:23]=[CH:22][CH:21]=1)[CH3:19])[C@@H:9]([CH2:14][CH2:15][CH2:16][CH3:17])[CH2:10][C:11](O)=[O:12])[C:2]1[CH:7]=[CH:6][CH:5]=[CH:4][CH:3]=1.B.C1COCC1.CO.Cl. Product: [CH2:1]([N:8]([C@H:18]([C:20]1[CH:21]=[CH:22][CH:23]=[CH:24][CH:25]=1)[CH3:19])[C@@H:9]([CH2:14][CH2:15][CH2:16][CH3:17])[CH2:10][CH2:11][OH:12])[C:2]1[CH:3]=[CH:4][CH:5]=[CH:6][CH:7]=1. The catalyst class is: 1.